Dataset: Catalyst prediction with 721,799 reactions and 888 catalyst types from USPTO. Task: Predict which catalyst facilitates the given reaction. (1) Reactant: [C:1]1(=O)[CH2:6][CH2:5][CH2:4][CH2:3][CH2:2]1.[CH:8]1([NH2:11])[CH2:10][CH2:9]1.[BH-](OC(C)=O)(OC(C)=O)OC(C)=O.[Na+].CC(O)=O.Cl. Product: [CH:8]1([NH:11][CH:1]2[CH2:6][CH2:5][CH2:4][CH2:3][CH2:2]2)[CH2:10][CH2:9]1. The catalyst class is: 701. (2) The catalyst class is: 3. Product: [CH2:1]([O:3][C:4]([C:6]1([C:9]2[CH:14]=[CH:13][C:12]([C:15]3[CH:20]=[CH:19][C:18]([C:21]4[O:25][N:24]=[C:23]([CH3:26])[C:22]=4[CH2:27][S:33][Si:32]([CH:34]([CH3:36])[CH3:35])([CH:37]([CH3:39])[CH3:38])[CH:29]([CH3:30])[CH3:31])=[CH:17][CH:16]=3)=[CH:11][CH:10]=2)[CH2:8][CH2:7]1)=[O:5])[CH3:2]. Reactant: [CH2:1]([O:3][C:4]([C:6]1([C:9]2[CH:14]=[CH:13][C:12]([C:15]3[CH:20]=[CH:19][C:18]([C:21]4[O:25][N:24]=[C:23]([CH3:26])[C:22]=4[CH2:27]Br)=[CH:17][CH:16]=3)=[CH:11][CH:10]=2)[CH2:8][CH2:7]1)=[O:5])[CH3:2].[CH:29]([Si:32]([CH:37]([CH3:39])[CH3:38])([CH:34]([CH3:36])[CH3:35])[SH:33])([CH3:31])[CH3:30]. (3) Reactant: [H-].[Na+].[F:3][C:4]1[CH:5]=[C:6]2[C:10](=[CH:11][CH:12]=1)[NH:9][C:8]([C:13]1[CH:18]=[CH:17][C:16]([O:19][CH3:20])=[C:15]([O:21][CH3:22])[CH:14]=1)=[CH:7]2.Br[CH2:24][CH2:25][CH2:26][CH2:27][CH2:28][B:29]1[O:33][C:32]([CH3:35])([CH3:34])[C:31]([CH3:37])([CH3:36])[O:30]1. Product: [F:3][C:4]1[CH:5]=[C:6]2[C:10](=[CH:11][CH:12]=1)[N:9]([CH2:24][CH2:25][CH2:26][CH2:27][CH2:28][B:29]1[O:33][C:32]([CH3:35])([CH3:34])[C:31]([CH3:36])([CH3:37])[O:30]1)[C:8]([C:13]1[CH:18]=[CH:17][C:16]([O:19][CH3:20])=[C:15]([O:21][CH3:22])[CH:14]=1)=[CH:7]2. The catalyst class is: 9. (4) Reactant: C([O:3][C:4]([C:6]1[C:14]2[C:9](=[CH:10][CH:11]=[C:12]([O:15][C:16]3[CH:21]=[CH:20][C:19]([C:22]([F:25])([F:24])[F:23])=[CH:18][CH:17]=3)[CH:13]=2)[N:8]([C:26]2[CH:31]=[CH:30][C:29]([N:32]([CH2:35][CH3:36])[CH2:33][CH3:34])=[CH:28][CH:27]=2)[C:7]=1[CH2:37][C:38]([O:40]CC)=[O:39])=[O:5])C.[OH-].[Na+].Cl. Product: [C:38]([CH2:37][C:7]1[N:8]([C:26]2[CH:27]=[CH:28][C:29]([N:32]([CH2:33][CH3:34])[CH2:35][CH3:36])=[CH:30][CH:31]=2)[C:9]2[C:14]([C:6]=1[C:4]([OH:5])=[O:3])=[CH:13][C:12]([O:15][C:16]1[CH:17]=[CH:18][C:19]([C:22]([F:25])([F:23])[F:24])=[CH:20][CH:21]=1)=[CH:11][CH:10]=2)([OH:40])=[O:39]. The catalyst class is: 12. (5) Reactant: [OH:1][C:2]1[CH:10]=[CH:9][C:8]([C:11]2[N:12]([C:27]([O:29][C:30]([CH3:33])([CH3:32])[CH3:31])=[O:28])[C:13]3[C:18]([CH:19]=2)=[CH:17][C:16]([CH2:20][N:21]2[CH2:26][CH2:25][CH2:24][CH2:23][CH2:22]2)=[CH:15][CH:14]=3)=[C:7]2[C:3]=1[CH2:4][NH:5][C:6]2=[O:34].C(N(CC)CC)C.[CH3:42][C:43]1[CH:44]=[C:45]([S:50](Cl)(=[O:52])=[O:51])[CH:46]=[CH:47][C:48]=1[CH3:49]. Product: [CH3:42][C:43]1[CH:44]=[C:45]([S:50]([O:1][C:2]2[CH:10]=[CH:9][C:8]([C:11]3[N:12]([C:27]([O:29][C:30]([CH3:31])([CH3:33])[CH3:32])=[O:28])[C:13]4[C:18]([CH:19]=3)=[CH:17][C:16]([CH2:20][N:21]3[CH2:26][CH2:25][CH2:24][CH2:23][CH2:22]3)=[CH:15][CH:14]=4)=[C:7]3[C:3]=2[CH2:4][NH:5][C:6]3=[O:34])(=[O:51])=[O:52])[CH:46]=[CH:47][C:48]=1[CH3:49]. The catalyst class is: 10. (6) Product: [CH3:1][O:2][C:3]1[CH:4]=[C:5]2[C:9](=[CH:10][CH:11]=1)[N:8]([CH2:17][C:18]([O:20][C:21]([CH3:24])([CH3:23])[CH3:22])=[O:19])[C:7](=[O:12])[C:6]2=[O:13]. Reactant: [CH3:1][O:2][C:3]1[CH:4]=[C:5]2[C:9](=[CH:10][CH:11]=1)[NH:8][C:7](=[O:12])[C:6]2=[O:13].[H-].[Na+].Br[CH2:17][C:18]([O:20][C:21]([CH3:24])([CH3:23])[CH3:22])=[O:19]. The catalyst class is: 3.